Dataset: Full USPTO retrosynthesis dataset with 1.9M reactions from patents (1976-2016). Task: Predict the reactants needed to synthesize the given product. (1) Given the product [CH3:1][C:2](/[CH:4]=[CH:5]/[CH:6]=[C:7]=[CH:8]/[CH:9]=[CH:10]/[C:11]([OH:13])=[O:12])=[O:3].[CH3:14][CH2:15][C@:16]1([OH:51])[C@H:25]([OH:26])[C:24]2[C:19](=[C:20]([OH:39])[C:21]3[C:32](=[O:33])[C:31]4[C:34]([OH:38])=[CH:35][CH:36]=[CH:37][C:30]=4[C:28](=[O:29])[C:22]=3[C:23]=2[OH:27])[C@@H:18]([O:40][C@@H:41]2[O:46][C@@H:45]([CH3:47])[C@@H:44]([OH:48])[C@@H:43]([NH:49][CH3:50])[CH2:42]2)[CH2:17]1.[CH3:1][C:2](/[CH:4]=[CH:5]/[CH:6]=[C:7]=[CH:8]/[CH:9]=[CH:10]/[C:11]([OH:13])=[O:12])=[O:3], predict the reactants needed to synthesize it. The reactants are: [CH3:1][C:2](/[CH:4]=[CH:5]/[CH:6]=[C:7]=[CH:8]/[CH:9]=[CH:10]/[C:11]([OH:13])=[O:12])=[O:3].[CH3:14][CH2:15][C@:16]1([OH:51])[C@H:25]([OH:26])[C:24]2[C:19](=[C:20]([OH:39])[C:21]3[C:32](=[O:33])[C:31]4[C:34]([OH:38])=[CH:35][CH:36]=[CH:37][C:30]=4[C:28](=[O:29])[C:22]=3[C:23]=2[OH:27])[C@@H:18]([O:40][C@@H:41]2[O:46][C@@H:45]([CH3:47])[C@@H:44]([OH:48])[C@@H:43]([NH:49][CH3:50])[CH2:42]2)[CH2:17]1. (2) Given the product [NH2:7][CH2:8][C@H:9]1[CH2:14][CH2:13][C@H:12]([CH2:15][C:16]#[N:17])[CH2:11][CH2:10]1, predict the reactants needed to synthesize it. The reactants are: C(OC(=O)[NH:7][CH2:8][C@H:9]1[CH2:14][CH2:13][C@H:12]([CH2:15][C:16]#[N:17])[CH2:11][CH2:10]1)(C)(C)C.FC(F)(F)C(O)=O. (3) The reactants are: [CH3:1][C:2]1[CH:3]=[C:4]([CH:7]=[C:8]([CH3:11])[C:9]=1[OH:10])[CH:5]=O.Br[CH2:13][CH2:14][N:15]1C(=O)C2=CC=CC=C2C1=O.C([O-])([O-])=O.[K+].[K+].[Na+].[I-].CCOCC.[NH2:39][C:40]1[CH:48]=[C:47]([O:49][CH3:50])[CH:46]=[C:45]([O:51][CH3:52])[C:41]=1[C:42]([NH2:44])=[O:43].OS([O-])=O.[Na+].CC1C=[CH:61][C:62]([S:65]([OH:68])(=[O:67])=O)=[CH:63]C=1.O. Given the product [CH3:52][O:51][C:45]1[CH:46]=[C:47]([O:49][CH3:50])[CH:48]=[C:40]2[C:41]=1[C:42](=[O:43])[NH:44][C:5]([C:4]1[CH:3]=[C:2]([CH3:1])[C:9]([O:10][CH2:13][CH2:14][NH:15][S:65]([CH:62]([CH3:61])[CH3:63])(=[O:67])=[O:68])=[C:8]([CH3:11])[CH:7]=1)=[N:39]2, predict the reactants needed to synthesize it. (4) Given the product [Cl:1][C:2]1[CH:9]=[C:8]([N:10]([CH2:16][C:17]2[CH:22]=[CH:21][CH:20]=[CH:19][C:18]=2[CH3:23])[C@H:11]2[CH2:15][CH2:14][N:13]([CH2:25][CH2:26][C:27]([NH2:29])=[O:28])[CH2:12]2)[CH:7]=[CH:6][C:3]=1[C:4]#[N:5], predict the reactants needed to synthesize it. The reactants are: [Cl:1][C:2]1[CH:9]=[C:8]([N:10]([CH2:16][C:17]2[CH:22]=[CH:21][CH:20]=[CH:19][C:18]=2[CH3:23])[C@H:11]2[CH2:15][CH2:14][NH:13][CH2:12]2)[CH:7]=[CH:6][C:3]=1[C:4]#[N:5].Br[CH2:25][CH2:26][C:27]([NH2:29])=[O:28]. (5) The reactants are: [Cl:1][C:2]1[CH:7]=[CH:6][C:5]([C:8]2[S:9][C:10]3[CH:16]=[C:15]([S:17][CH3:18])[CH:14]=[CH:13][C:11]=3[N:12]=2)=[CH:4][CH:3]=1.ClC1C=C(C=CC=1)C(OO)=[O:24].[OH-:30].[Na+]. Given the product [Cl:1][C:2]1[CH:3]=[CH:4][C:5]([C:8]2[S:9][C:10]3[CH:16]=[C:15]([S:17]([CH3:18])(=[O:24])=[O:30])[CH:14]=[CH:13][C:11]=3[N:12]=2)=[CH:6][CH:7]=1, predict the reactants needed to synthesize it.